This data is from Full USPTO retrosynthesis dataset with 1.9M reactions from patents (1976-2016). The task is: Predict the reactants needed to synthesize the given product. (1) Given the product [C:1]1([S:7]([N:10]2[C:18]3[C:13](=[CH:14][C:15]([F:19])=[CH:16][CH:17]=3)[CH:12]=[C:11]2[Br:28])(=[O:9])=[O:8])[CH:2]=[CH:3][CH:4]=[CH:5][CH:6]=1, predict the reactants needed to synthesize it. The reactants are: [C:1]1([S:7]([N:10]2[C:18]3[C:13](=[CH:14][C:15]([F:19])=[CH:16][CH:17]=3)[CH:12]=[CH:11]2)(=[O:9])=[O:8])[CH:6]=[CH:5][CH:4]=[CH:3][CH:2]=1.[Li+].CC([N-]C(C)C)C.[Br:28]C#N. (2) Given the product [F:1][C:2]([F:15])([F:14])[C:3]1[C:9]([N:22]2[CH2:23][CH2:24][CH:19]([C:18]([F:26])([F:25])[F:17])[CH2:20][CH2:21]2)=[CH:8][C:6]([NH2:7])=[C:5]([N+:11]([O-:13])=[O:12])[CH:4]=1, predict the reactants needed to synthesize it. The reactants are: [F:1][C:2]([F:15])([F:14])[C:3]1[C:9](Cl)=[CH:8][C:6]([NH2:7])=[C:5]([N+:11]([O-:13])=[O:12])[CH:4]=1.Cl.[F:17][C:18]([F:26])([F:25])[CH:19]1[CH2:24][CH2:23][NH:22][CH2:21][CH2:20]1.C([O-])([O-])=O.[K+].[K+]. (3) Given the product [O:31]1[C:35]2[CH:36]=[CH:37][C:38]([C:2]3[CH:22]=[N:21][C:5]4[NH:6][C:7]5[C:12]([C:4]=4[CH:3]=3)=[CH:11][C:10]([CH2:13][CH2:14][C:15]3[CH:20]=[CH:19][CH:18]=[CH:17][CH:16]=3)=[CH:9][CH:8]=5)=[CH:39][C:34]=2[O:33][CH2:32]1, predict the reactants needed to synthesize it. The reactants are: Cl[C:2]1[CH:22]=[N:21][C:5]2[NH:6][C:7]3[C:12]([C:4]=2[CH:3]=1)=[CH:11][C:10]([CH2:13][CH2:14][C:15]1[CH:20]=[CH:19][CH:18]=[CH:17][CH:16]=1)=[CH:9][CH:8]=3.[O-]P([O-])([O-])=O.[K+].[K+].[K+].[O:31]1[C:35]2[CH:36]=[CH:37][C:38](B(O)O)=[CH:39][C:34]=2[O:33][CH2:32]1. (4) Given the product [CH2:1]([C:8]1[N:13]=[N:12][C:11]([N:14]2[CH2:15][CH2:16][C:17]([F:38])([C:20]3[CH:25]=[CH:24][C:23]([C:26]([OH:28])([CH3:37])[CH3:27])=[CH:22][N:21]=3)[CH2:18][CH2:19]2)=[C:10]([CH3:39])[C:9]=1[CH3:40])[C:2]1[CH:7]=[CH:6][CH:5]=[CH:4][CH:3]=1, predict the reactants needed to synthesize it. The reactants are: [CH2:1]([C:8]1[N:13]=[N:12][C:11]([N:14]2[CH2:19][CH2:18][C:17]([F:38])([C:20]3[CH:25]=[CH:24][C:23]([C:26]([CH3:37])([O:28]COCC[Si](C)(C)C)[CH3:27])=[CH:22][N:21]=3)[CH2:16][CH2:15]2)=[C:10]([CH3:39])[C:9]=1[CH3:40])[C:2]1[CH:7]=[CH:6][CH:5]=[CH:4][CH:3]=1.C(O)(C(F)(F)F)=O.